This data is from Full USPTO retrosynthesis dataset with 1.9M reactions from patents (1976-2016). The task is: Predict the reactants needed to synthesize the given product. (1) Given the product [N:1]1[CH:6]=[CH:5][CH:4]=[CH:3][C:2]=1[CH2:7][N:8]1[C:16]2[C:11](=[CH:12][C:13]([NH:17][C:18]3[C:27]4[C:22](=[CH:23][CH:24]=[CH:25][C:26]=4[O:28][CH2:29][C:30]([NH2:34])=[O:32])[N:21]=[CH:20][N:19]=3)=[CH:14][CH:15]=2)[CH:10]=[N:9]1, predict the reactants needed to synthesize it. The reactants are: [N:1]1[CH:6]=[CH:5][CH:4]=[CH:3][C:2]=1[CH2:7][N:8]1[C:16]2[C:11](=[CH:12][C:13]([NH:17][C:18]3[C:27]4[C:22](=[CH:23][CH:24]=[CH:25][C:26]=4[O:28][CH2:29][C:30]([O:32]C)=O)[N:21]=[CH:20][N:19]=3)=[CH:14][CH:15]=2)[CH:10]=[N:9]1.[NH3:34]. (2) Given the product [S:39]([C:43]1[CH:49]=[CH:48][C:46]([CH3:47])=[CH:45][CH:44]=1)([O-:42])(=[O:41])=[O:40].[NH+:3]1[CH:2]=[CH:1][NH:5][CH:4]=1, predict the reactants needed to synthesize it. The reactants are: [CH:1]1[N:5]=[CH:4][N:3](C([N:3]2[CH:4]=[N:5][CH:1]=[CH:2]2)=O)[CH:2]=1.C1C2NC3C(=CC=CC=3)SC=2C=CC=1.CC(=C)C(OCCCCC[NH3+])=O.[S:39]([C:43]1[CH:49]=[CH:48][C:46]([CH3:47])=[CH:45][CH:44]=1)([O-:42])(=[O:41])=[O:40].N1(C(NCCCCCOC(=O)C(C)=C)=O)C=CN=C1.O.C1(C)C=CC(S(O)(=O)=O)=CC=1. (3) Given the product [Br:1][C:2]1[C:3]([CH3:14])=[C:4]2[CH:11]=[CH:10][NH:9][C:5]2=[N:6][C:7]=1[CH3:8], predict the reactants needed to synthesize it. The reactants are: [Br:1][C:2]1[C:3]([CH3:14])=[C:4]2[C:11](C#N)=[CH:10][NH:9][C:5]2=[N:6][C:7]=1[CH3:8].[OH-].[Na+].